From a dataset of Catalyst prediction with 721,799 reactions and 888 catalyst types from USPTO. Predict which catalyst facilitates the given reaction. (1) The catalyst class is: 8. Product: [Cl:16][C:17]1[N:26]=[C:25]([N:6]2[CH2:7][CH2:8][CH2:9][C@@H:4]([NH2:3])[CH2:5]2)[C:24]2[C:19](=[CH:20][CH:21]=[C:22]([O:28][CH3:29])[CH:23]=2)[N:18]=1. Reactant: Cl.Cl.[NH2:3][C@@H:4]1[CH2:9][CH2:8][CH2:7][NH:6][CH2:5]1.CN(C(C)C)C.[Cl:16][C:17]1[N:26]=[C:25](Cl)[C:24]2[C:19](=[CH:20][CH:21]=[C:22]([O:28][CH3:29])[CH:23]=2)[N:18]=1. (2) Reactant: [OH:1][C:2]1[CH:3]=[C:4]([C:14]([O:16][CH2:17][CH3:18])=[O:15])[C:5]2[CH:10]=[N:9][N:8]([CH:11]([CH3:13])[CH3:12])[C:6]=2[N:7]=1.[Cl:19]NC(=O)CCC(N)=O.O.C(OCC)(=O)C. Product: [Cl:19][C:3]1[C:2]([OH:1])=[N:7][C:6]2[N:8]([CH:11]([CH3:13])[CH3:12])[N:9]=[CH:10][C:5]=2[C:4]=1[C:14]([O:16][CH2:17][CH3:18])=[O:15]. The catalyst class is: 3. (3) Reactant: [I:1][C:2]1[CH:3]=[CH:4][CH:5]=[C:6]2[C:11]=1[NH:10][C:9](=[O:12])[N:8]([CH2:13][CH2:14][CH2:15]SC)[C:7]2=[O:18].O[O:20][S:21]([O-:23])=O.[K+].[CH3:25]O. Product: [I:1][C:2]1[CH:3]=[CH:4][CH:5]=[C:6]2[C:11]=1[NH:10][C:9](=[O:12])[N:8]([CH2:13][CH2:14][CH2:15][S:21]([CH3:25])(=[O:23])=[O:20])[C:7]2=[O:18]. The catalyst class is: 6. (4) Reactant: [CH3:1][C:2]1[N:7]=[CH:6][C:5]([C:8](=[O:10])[CH3:9])=[CH:4][CH:3]=1.N1C(C)=CC=CC=1C.FC(F)(F)S(O[Si](C)(C)C)(=O)=O.[Br:31]N1C(=O)CCC1=O. Product: [Br:31][CH2:9][C:8]([C:5]1[CH:6]=[N:7][C:2]([CH3:1])=[CH:3][CH:4]=1)=[O:10]. The catalyst class is: 408.